Predict which catalyst facilitates the given reaction. From a dataset of Catalyst prediction with 721,799 reactions and 888 catalyst types from USPTO. (1) Reactant: I[C:2]1[C:10]2[N:9]3[CH:11]=[N:12][N:13]=[C:8]3[CH:7]=[N:6][C:5]=2[N:4]([CH2:14][O:15][CH2:16][CH2:17][Si:18]([CH3:21])([CH3:20])[CH3:19])[CH:3]=1.[CH3:22][OH:23].CN([CH:27]=[O:28])C. Product: [CH3:19][Si:18]([CH3:21])([CH3:20])[CH2:17][CH2:16][O:15][CH2:14][N:4]1[C:5]2[N:6]=[CH:7][C:8]3[N:9]([CH:11]=[N:12][N:13]=3)[C:10]=2[C:2]([C:22]([O:28][CH3:27])=[O:23])=[CH:3]1. The catalyst class is: 140. (2) Reactant: [Si]([O:8][CH2:9][C:10](=[CH2:34])[C:11]([NH:13][C:14]1[CH:15]=[C:16]([C:20]2[C:21]3[C:28]([C:29]([O:31][CH2:32][CH3:33])=[O:30])=[CH:27][NH:26][C:22]=3[N:23]=[CH:24][N:25]=2)[CH:17]=[CH:18][CH:19]=1)=[O:12])(C(C)(C)C)(C)C.CCCC[N+](CCCC)(CCCC)CCCC.[F-]. Product: [CH2:32]([O:31][C:29]([C:28]1[C:21]2[C:20]([C:16]3[CH:17]=[CH:18][CH:19]=[C:14]([NH:13][C:11](=[O:12])[C:10]([CH2:9][OH:8])=[CH2:34])[CH:15]=3)=[N:25][CH:24]=[N:23][C:22]=2[NH:26][CH:27]=1)=[O:30])[CH3:33]. The catalyst class is: 7. (3) Reactant: [Cl:1][C:2]([Cl:12])([F:11])[S:3][C:4]1[CH:5]=[N:6][N:7]([CH2:9]O)[CH:8]=1.S(Cl)([Cl:15])=O. Product: [Cl:15][CH2:9][N:7]1[CH:8]=[C:4]([S:3][C:2]([Cl:12])([Cl:1])[F:11])[CH:5]=[N:6]1. The catalyst class is: 22. (4) Reactant: [NH2:1][C:2]1[CH:3]=[C:4]2[C:8](=[CH:9][CH:10]=1)[NH:7][C:6](=[O:11])[CH2:5]2.[CH:12]([N:15]=[C:16]=[O:17])([CH3:14])[CH3:13]. Product: [CH:12]([NH:15][C:16]([NH:1][C:2]1[CH:3]=[C:4]2[C:8](=[CH:9][CH:10]=1)[NH:7][C:6](=[O:11])[CH2:5]2)=[O:17])([CH3:14])[CH3:13]. The catalyst class is: 13. (5) Reactant: Cl[C:2]1[C:7]([F:8])=[C:6]([Cl:9])[N:5]=[C:4]([CH3:10])[N:3]=1.C(N(CC)CC)C.Cl.Cl.[CH3:20][N:21]1[CH2:26][CH2:25][NH:24][C@@H:23]([CH3:27])[CH2:22]1.CO. Product: [Cl:9][C:6]1[C:7]([F:8])=[C:2]([N:24]2[CH2:25][CH2:26][N:21]([CH3:20])[CH2:22][C@@H:23]2[CH3:27])[N:3]=[C:4]([CH3:10])[N:5]=1. The catalyst class is: 1. (6) Reactant: [CH:1]1([NH2:6])[CH2:5][CH2:4][CH2:3][CH2:2]1.[Cl:7][C:8]1[CH:9]=[C:10]([S:18](Cl)(=[O:20])=[O:19])[C:11]2[N:12]=[CH:13][CH:14]=[N:15][C:16]=2[CH:17]=1. Product: [Cl:7][C:8]1[CH:9]=[C:10]([S:18]([NH:6][CH:1]2[CH2:5][CH2:4][CH2:3][CH2:2]2)(=[O:19])=[O:20])[C:11]2[N:12]=[CH:13][CH:14]=[N:15][C:16]=2[CH:17]=1. The catalyst class is: 298. (7) Reactant: [Br:1][C:2]1[CH:10]=[CH:9][C:5]([C:6]([OH:8])=[O:7])=[CH:4][CH:3]=1.C(OC(O[C:14]([CH3:17])([CH3:16])[CH3:15])=O)(O[C:14]([CH3:17])([CH3:16])[CH3:15])=O. Product: [Br:1][C:2]1[CH:10]=[CH:9][C:5]([C:6]([O:8][C:14]([CH3:17])([CH3:16])[CH3:15])=[O:7])=[CH:4][CH:3]=1. The catalyst class is: 107. (8) Reactant: [CH2:1]([C@H:8]([NH:33]C(=O)OC(C)(C)C)[C@@H:9]([OH:32])[CH2:10][N:11]([CH2:25][C:26]1[CH:31]=[CH:30][CH:29]=[CH:28][CH:27]=1)[NH:12][C:13](=[O:24])[C@@H:14]([NH:19][C:20]([O:22][CH3:23])=[O:21])[C@@H:15]([CH3:18])[CH2:16][CH3:17])[C:2]1[CH:7]=[CH:6][CH:5]=[CH:4][CH:3]=1.Cl. Product: [NH2:33][C@@H:8]([CH2:1][C:2]1[CH:7]=[CH:6][CH:5]=[CH:4][CH:3]=1)[C@@H:9]([OH:32])[CH2:10][N:11]([CH2:25][C:26]1[CH:31]=[CH:30][CH:29]=[CH:28][CH:27]=1)[NH:12][C:13]([C@@H:14]([NH:19][C:20](=[O:21])[O:22][CH3:23])[C@@H:15]([CH3:18])[CH2:16][CH3:17])=[O:24]. The catalyst class is: 1. (9) Reactant: Cl[C:2]1[C:11]2[C:6](=[CH:7][CH:8]=[CH:9][CH:10]=2)[C:5]([Cl:12])=[N:4][N:3]=1.[CH3:13][N:14]1[C:18]([C:19]2[CH:20]=[C:21]([CH:23]=[CH:24][CH:25]=2)[NH2:22])=[CH:17][N:16]=[C:15]1[CH3:26]. Product: [Cl:12][C:5]1[C:6]2[C:11](=[CH:10][CH:9]=[CH:8][CH:7]=2)[C:2]([NH:22][C:21]2[CH:23]=[CH:24][CH:25]=[C:19]([C:18]3[N:14]([CH3:13])[C:15]([CH3:26])=[N:16][CH:17]=3)[CH:20]=2)=[N:3][N:4]=1. The catalyst class is: 17.